This data is from Full USPTO retrosynthesis dataset with 1.9M reactions from patents (1976-2016). The task is: Predict the reactants needed to synthesize the given product. (1) Given the product [F:1][C:2]1[C:3]([C:8]2([CH2:12][NH:13][C:14]3[N:19]=[N:18][C:17]([C:20]4[CH:21]=[C:22]5[C:26](=[CH:27][CH:28]=4)[NH:25][N:24]=[C:23]5[NH:29][CH2:30][CH2:31][NH2:32])=[CH:16][CH:15]=3)[CH2:9][CH2:10][CH2:11]2)=[N:4][CH:5]=[CH:6][CH:7]=1, predict the reactants needed to synthesize it. The reactants are: [F:1][C:2]1[C:3]([C:8]2([CH2:12][NH:13][C:14]3[N:19]=[N:18][C:17]([C:20]4[CH:21]=[C:22]5[C:26](=[CH:27][CH:28]=4)[NH:25][N:24]=[C:23]5[NH:29][CH2:30][CH2:31][NH:32]C(=O)OCC4C=CC=CC=4)=[CH:16][CH:15]=3)[CH2:11][CH2:10][CH2:9]2)=[N:4][CH:5]=[CH:6][CH:7]=1.[Si](I)(C)(C)C. (2) The reactants are: OC(C(F)(F)F)=O.[CH3:8][N:9]1[CH:13]([C:14]([OH:16])=O)[CH2:12][N:11]([C:17]2[C:22]([CH3:23])=[CH:21][CH:20]=[CH:19][N:18]=2)[C:10]1=[O:24].O.ON1C2C=CC=CC=2N=N1.Cl.C(N=C=NCCCN(C)C)C.C(N1CCOCC1)C.Cl.[Cl:57][C:58]1[C:63]([F:64])=[C:62]([F:65])[CH:61]=[CH:60][C:59]=1[CH2:66][NH2:67]. Given the product [Cl:57][C:58]1[C:63]([F:64])=[C:62]([F:65])[CH:61]=[CH:60][C:59]=1[CH2:66][NH:67][C:14]([CH:13]1[CH2:12][N:11]([C:17]2[C:22]([CH3:23])=[CH:21][CH:20]=[CH:19][N:18]=2)[C:10](=[O:24])[N:9]1[CH3:8])=[O:16], predict the reactants needed to synthesize it. (3) Given the product [CH3:12][O:11][C@H:9]1[CH2:10][N:6]([CH2:5][C:4](=[O:22])[NH:23][C:24]2[CH:25]=[CH:26][C:27]([N:30]3[CH2:35][CH2:34][O:33][CH2:32][C:31]3=[O:36])=[CH:28][CH:29]=2)[CH2:7][C@@H:8]1[NH:13][C:14]([C:16]1[S:17][C:18]([Cl:21])=[CH:19][CH:20]=1)=[O:15], predict the reactants needed to synthesize it. The reactants are: C(O[C:4](=[O:22])[CH2:5][N:6]1[CH2:10][C@H:9]([O:11][CH3:12])[C@@H:8]([NH:13][C:14]([C:16]2[S:17][C:18]([Cl:21])=[CH:19][CH:20]=2)=[O:15])[CH2:7]1)C.[NH2:23][C:24]1[CH:29]=[CH:28][C:27]([N:30]2[CH2:35][CH2:34][O:33][CH2:32][C:31]2=[O:36])=[CH:26][CH:25]=1. (4) Given the product [CH3:1][O:2][C:3](=[O:20])[CH2:4][C:5]1[CH:6]=[C:7]([C:22]2[CH:29]=[CH:28][C:27]([C:30]([F:33])([F:32])[F:31])=[CH:26][C:23]=2[CH:24]=[O:25])[CH:8]=[CH:9][CH:10]=1, predict the reactants needed to synthesize it. The reactants are: [CH3:1][O:2][C:3](=[O:20])[CH2:4][C:5]1[CH:10]=[CH:9][CH:8]=[C:7](B2OC(C)(C)C(C)(C)O2)[CH:6]=1.Br[C:22]1[CH:29]=[CH:28][C:27]([C:30]([F:33])([F:32])[F:31])=[CH:26][C:23]=1[CH:24]=[O:25].